From a dataset of TCR-epitope binding with 47,182 pairs between 192 epitopes and 23,139 TCRs. Binary Classification. Given a T-cell receptor sequence (or CDR3 region) and an epitope sequence, predict whether binding occurs between them. The epitope is VTIAEILLI. The TCR CDR3 sequence is CASSQASRGGYGYTF. Result: 1 (the TCR binds to the epitope).